From a dataset of Full USPTO retrosynthesis dataset with 1.9M reactions from patents (1976-2016). Predict the reactants needed to synthesize the given product. (1) Given the product [Br:1][C:2]1[C:14]2[C:13]3[C:8](=[CH:9][C:10]([CH2:15][O:16][CH3:24])=[CH:11][CH:12]=3)[NH:7][C:6]=2[C:5]([C:17]([NH2:19])=[O:18])=[CH:4][CH:3]=1, predict the reactants needed to synthesize it. The reactants are: [Br:1][C:2]1[C:14]2[C:13]3[C:8](=[CH:9][C:10]([CH2:15][OH:16])=[CH:11][CH:12]=3)[NH:7][C:6]=2[C:5]([C:17]([NH2:19])=[O:18])=[CH:4][CH:3]=1.S(Cl)(Cl)=O.[CH3:24]O.C[O-].[Na+]. (2) Given the product [OH:28][CH2:27][C:26]1[CH:25]=[CH:24][C:23]([CH2:22][N:14]([CH2:15][C:16]2[CH:21]=[CH:20][CH:19]=[CH:18][N:17]=2)[C:12](=[O:13])[O:11][C:7]([CH3:9])([CH3:10])[CH3:8])=[CH:31][CH:30]=1, predict the reactants needed to synthesize it. The reactants are: [H-].[Al+3].[Li+].[H-].[H-].[H-].[C:7]([O:11][C:12]([N:14]([CH2:22][C:23]1[CH:31]=[CH:30][C:26]([C:27]([O-])=[O:28])=[CH:25][CH:24]=1)[CH2:15][C:16]1[CH:21]=[CH:20][CH:19]=[CH:18][N:17]=1)=[O:13])([CH3:10])([CH3:9])[CH3:8].O.[OH-].[Na+]. (3) Given the product [NH2:2][CH2:1][C@:3]1([CH2:12][C:13]([OH:15])=[O:14])[CH2:9][C@@H:8]2[C@H:4]1[CH:5]=[C:6]([CH2:10][CH3:11])[CH2:7]2, predict the reactants needed to synthesize it. The reactants are: [C:1]([C@:3]1([CH2:12][C:13]([O-:15])=[O:14])[CH2:9][C@@H:8]2[C@H:4]1[CH:5]=[C:6]([CH2:10][CH3:11])[CH2:7]2)#[N:2].C1([C@H]([NH3+])C)C=CC=CC=1.Cl. (4) Given the product [S:1]1[C:5]2[CH:6]=[CH:7][CH:8]=[CH:9][C:4]=2[N:3]=[C:2]1[NH:10][C:11](=[O:19])[C:12]1[CH:17]=[CH:16][C:15]([CH2:25][C:24]2[CH:27]=[CH:28][C:21]([F:20])=[CH:22][CH:23]=2)=[CH:14][CH:13]=1, predict the reactants needed to synthesize it. The reactants are: [S:1]1[C:5]2[CH:6]=[CH:7][CH:8]=[CH:9][C:4]=2[N:3]=[C:2]1[NH:10][C:11](=[O:19])[C:12]1[CH:17]=[CH:16][C:15](N)=[CH:14][CH:13]=1.[F:20][C:21]1[CH:28]=[CH:27][C:24]([CH:25]=O)=[CH:23][CH:22]=1.CO.C([BH3-])#N.[Na+]. (5) Given the product [N:15]([N:5]1[CH2:6][CH2:7][N:2]([C:8]([O:10][C:11]([CH3:14])([CH3:13])[CH3:12])=[O:9])[CH2:3][CH2:4]1)=[O:16], predict the reactants needed to synthesize it. The reactants are: Cl.[N:2]1([C:8]([O:10][C:11]([CH3:14])([CH3:13])[CH3:12])=[O:9])[CH2:7][CH2:6][NH:5][CH2:4][CH2:3]1.[N:15]([O-])=[O:16].[Na+].[OH-].[Na+]. (6) Given the product [NH:11]1[CH2:15][CH2:14][CH2:13][C@H:12]1[C:16]1[NH:20][N:19]=[N:18][N:17]=1, predict the reactants needed to synthesize it. The reactants are: C(OC([N:11]1[CH2:15][CH2:14][CH2:13][C@H:12]1[C:16]1[N:20](CC2C=CC=CC=2)[N:19]=[N:18][N:17]=1)=O)C1C=CC=CC=1. (7) Given the product [Cl:13][C:14]1[N:15]=[C:16]([NH:1][C:2]2[C:7]([C:8]([NH2:10])=[O:9])=[C:6]([F:11])[C:5]([F:12])=[CH:4][CH:3]=2)[C:17]2[CH:22]=[CH:21][N:20]([S:23]([C:26]3[CH:31]=[CH:30][C:29]([CH3:32])=[CH:28][CH:27]=3)(=[O:24])=[O:25])[C:18]=2[N:19]=1, predict the reactants needed to synthesize it. The reactants are: [NH2:1][C:2]1[C:7]([C:8]([NH2:10])=[O:9])=[C:6]([F:11])[C:5]([F:12])=[CH:4][CH:3]=1.[Cl:13][C:14]1[N:15]=[C:16](Cl)[C:17]2[CH:22]=[CH:21][N:20]([S:23]([C:26]3[CH:31]=[CH:30][C:29]([CH3:32])=[CH:28][CH:27]=3)(=[O:25])=[O:24])[C:18]=2[N:19]=1.FC(F)(F)C(O)=O.